This data is from Full USPTO retrosynthesis dataset with 1.9M reactions from patents (1976-2016). The task is: Predict the reactants needed to synthesize the given product. Given the product [O:40]1[CH2:41][CH2:42][N:37]([C:2]2[N:7]=[C:6]([O:8][C:9]3[CH:36]=[CH:35][CH:34]=[CH:33][C:10]=3[CH2:11][NH:12][C:13]([NH:15][C:16]3[N:20]([C:21]4[CH:22]=[CH:23][C:24]([CH3:27])=[CH:25][CH:26]=4)[N:19]=[C:18]([C:28]([CH2:31][CH3:32])([CH3:29])[CH3:30])[CH:17]=3)=[O:14])[CH:5]=[CH:4][N:3]=2)[CH2:38][CH2:39]1, predict the reactants needed to synthesize it. The reactants are: Cl[C:2]1[N:7]=[C:6]([O:8][C:9]2[CH:36]=[CH:35][CH:34]=[CH:33][C:10]=2[CH2:11][NH:12][C:13]([NH:15][C:16]2[N:20]([C:21]3[CH:26]=[CH:25][C:24]([CH3:27])=[CH:23][CH:22]=3)[N:19]=[C:18]([C:28]([CH2:31][CH3:32])([CH3:30])[CH3:29])[CH:17]=2)=[O:14])[CH:5]=[CH:4][N:3]=1.[NH:37]1[CH2:42][CH2:41][O:40][CH2:39][CH2:38]1.